From a dataset of Full USPTO retrosynthesis dataset with 1.9M reactions from patents (1976-2016). Predict the reactants needed to synthesize the given product. (1) Given the product [Cl:1][C:2]1[CH:7]=[CH:6][C:5]([CH2:8][O:10][C:11]2[CH:16]=[CH:15][N:14]([C:17]3[CH:22]=[CH:21][C:20]([O:23][CH2:24][C:25]([OH:28])([CH3:26])[CH3:27])=[C:19]([O:29][CH3:30])[CH:18]=3)[C:13](=[O:31])[CH:12]=2)=[CH:4][CH:3]=1, predict the reactants needed to synthesize it. The reactants are: [Cl:1][C:2]1[CH:7]=[CH:6][C:5]([CH2:8]Cl)=[CH:4][CH:3]=1.[OH:10][C:11]1[CH:16]=[CH:15][N:14]([C:17]2[CH:22]=[CH:21][C:20]([O:23][CH2:24][C:25]([OH:28])([CH3:27])[CH3:26])=[C:19]([O:29][CH3:30])[CH:18]=2)[C:13](=[O:31])[CH:12]=1.C([O-])([O-])=O.[K+].[K+]. (2) Given the product [C:30]1([N:36]2[CH:4]=[CH:3][CH:7]=[CH:6]2)[CH:35]=[CH:34][CH:33]=[CH:32][CH:31]=1.[CH2:1]1[CH2:9][O:8][C:7]2[C:3](=[CH:4][S:5][CH:6]=2)[O:2]1, predict the reactants needed to synthesize it. The reactants are: [CH2:1]1[CH2:9][O:8][C:7]2[C:3](=[CH:4][S:5][CH:6]=2)[O:2]1.Br[Si](C)(C)C.C(O)(=O)C.C(O)(=O)C.IC1C=CC=CC=1.[C:30]1([N:36]2C=CC=C2)[CH:35]=[CH:34][CH:33]=[CH:32][CH:31]=1.FC(F)(F)C(O)C(F)(F)F.FC(F)(F)C(O)=O.C(=O)(O)[O-].[Na+].